Dataset: Full USPTO retrosynthesis dataset with 1.9M reactions from patents (1976-2016). Task: Predict the reactants needed to synthesize the given product. (1) Given the product [Cl:12][C:13]1[CH:30]=[C:29]([Cl:31])[CH:28]=[CH:27][C:14]=1[CH:15]1[N:3]2[CH:4]=[C:5]([C:7]([O:9][CH2:10][CH3:11])=[O:8])[N:6]=[C:2]2[NH:1][C:24]([CH3:25])=[C:16]1[C:17]([O:19][C:20]([CH3:21])([CH3:23])[CH3:22])=[O:18].[Cl:12][C:13]1[CH:30]=[C:29]([Cl:31])[CH:28]=[CH:27][C:14]=1[CH:15]1[N:6]2[C:5]([C:7]([O:9][CH2:10][CH3:11])=[O:8])=[CH:4][N:3]=[C:2]2[NH:1][C:24]([CH3:25])=[C:16]1[C:17]([O:19][C:20]([CH3:21])([CH3:23])[CH3:22])=[O:18], predict the reactants needed to synthesize it. The reactants are: [NH2:1][C:2]1[NH:3][CH:4]=[C:5]([C:7]([O:9][CH2:10][CH3:11])=[O:8])[N:6]=1.[Cl:12][C:13]1[CH:30]=[C:29]([Cl:31])[CH:28]=[CH:27][C:14]=1[CH:15]=[C:16]([C:24](=O)[CH3:25])[C:17]([O:19][C:20]([CH3:23])([CH3:22])[CH3:21])=[O:18]. (2) The reactants are: [CH:1]1([NH:4][CH:5]2[CH2:10][CH2:9][N:8]([C:11]3[C:16]([F:17])=[CH:15][C:14]([C:18]([F:21])([F:20])[F:19])=[CH:13][N:12]=3)[CH2:7][CH2:6]2)[CH2:3][CH2:2]1.[N:22]1([C:27]2[CH:35]=[CH:34][C:30]([C:31](O)=[O:32])=[CH:29][CH:28]=2)[CH:26]=[N:25][CH:24]=[N:23]1. Given the product [CH:1]1([N:4]([CH:5]2[CH2:10][CH2:9][N:8]([C:11]3[C:16]([F:17])=[CH:15][C:14]([C:18]([F:20])([F:19])[F:21])=[CH:13][N:12]=3)[CH2:7][CH2:6]2)[C:31](=[O:32])[C:30]2[CH:29]=[CH:28][C:27]([N:22]3[CH:26]=[N:25][CH:24]=[N:23]3)=[CH:35][CH:34]=2)[CH2:2][CH2:3]1, predict the reactants needed to synthesize it. (3) Given the product [CH:1]1([C:4]2[N:13]=[C:12]([N:14]3[CH2:19][CH2:18][N:17]([C:20]4[CH:25]=[CH:24][C:23]([O:26][CH3:27])=[CH:22][C:21]=4[N:37]([CH3:36])[CH3:33])[CH2:16][CH2:15]3)[C:11]3[C:6](=[CH:7][C:8]([O:31][CH3:32])=[C:9]([O:29][CH3:30])[CH:10]=3)[N:5]=2)[CH2:3][CH2:2]1, predict the reactants needed to synthesize it. The reactants are: [CH:1]1([C:4]2[N:13]=[C:12]([N:14]3[CH2:19][CH2:18][N:17]([C:20]4[CH:25]=[CH:24][C:23]([O:26][CH3:27])=[CH:22][C:21]=4N)[CH2:16][CH2:15]3)[C:11]3[C:6](=[CH:7][C:8]([O:31][CH3:32])=[C:9]([O:29][CH3:30])[CH:10]=3)[N:5]=2)[CH2:3][CH2:2]1.[CH2:33]=O.[BH3-][C:36]#[N:37].[Na+]. (4) Given the product [N+:11]([C:8]1[C:9]2[N:10]=[CH:16][CH:14]=[N:1][C:2]=2[C:3]([C:4]#[N:5])=[CH:6][CH:7]=1)([O-:13])=[O:12], predict the reactants needed to synthesize it. The reactants are: [NH2:1][C:2]1[C:9]([NH2:10])=[C:8]([N+:11]([O-:13])=[O:12])[CH:7]=[CH:6][C:3]=1[C:4]#[N:5].[CH:14]([CH:16]=O)=O.O.[OH-].[NH4+]. (5) Given the product [C:1]([C:5]1[CH:10]=[CH:9][C:8]([NH:11][C:12]([NH:13][CH:14]([CH2:15][CH2:16][OH:17])[CH3:21])=[O:22])=[CH:7][CH:6]=1)([CH3:2])([CH3:3])[CH3:4], predict the reactants needed to synthesize it. The reactants are: [C:1]([C:5]1[CH:10]=[CH:9][C:8]([NH:11][C:12](=[O:22])[NH:13][CH:14]([CH3:21])[CH2:15][C:16](OCC)=[O:17])=[CH:7][CH:6]=1)([CH3:4])([CH3:3])[CH3:2].[Li+].[BH4-]. (6) Given the product [S:1]1[C:5]([C:6]2[CH:11]=[CH:10][N:9]=[C:8]([NH:12][CH:13]3[CH2:14][CH2:15][NH:16][CH2:17][CH2:18]3)[N:7]=2)=[CH:4][C:3]2[CH:26]=[CH:27][CH:28]=[CH:29][C:2]1=2, predict the reactants needed to synthesize it. The reactants are: [S:1]1[C:5]([C:6]2[CH:11]=[CH:10][N:9]=[C:8]([NH:12][CH:13]3[CH2:18][CH2:17][N:16](CC4C=CC=CC=4)[CH2:15][CH2:14]3)[N:7]=2)=[CH:4][C:3]2[CH:26]=[CH:27][CH:28]=[CH:29][C:2]1=2. (7) Given the product [CH:1]1([NH:6][C:7]([C:9]2([CH2:16][OH:17])[CH2:14][CH2:13][CH2:12][NH:11][C:10]2=[O:15])=[O:8])[CH2:2][CH2:3][CH2:4][CH2:5]1, predict the reactants needed to synthesize it. The reactants are: [CH:1]1([NH:6][C:7]([CH:9]2[CH2:14][CH2:13][CH2:12][NH:11][C:10]2=[O:15])=[O:8])[CH2:5][CH2:4][CH2:3][CH2:2]1.[CH2:16]=[O:17]. (8) The reactants are: [C:1]([O:4][C@@H:5]1[C@H:9]([O:10][C:11](=[O:13])[CH3:12])[C@@H:8]([CH2:14][O:15][C:16](=[O:18])[CH3:17])[O:7][C@H:6]1[N:19]1[C:48]2[N:47]=[C:26]([NH:27]C(C3C=CC=CC=3)(C3C=CC=CC=3)C3C=CC=CC=3)[NH:25][C:23](=O)[C:22]=2[N:21]=[CH:20]1)(=[O:3])[CH3:2].II.[CH:51]1[CH:56]=[CH:55][C:54]([P:57]([C:64]2[CH:69]=[CH:68][CH:67]=[CH:66][CH:65]=2)[C:58]2[CH:63]=[CH:62][CH:61]=[CH:60][CH:59]=2)=[CH:53][CH:52]=1.[CH2:70]([C:73]1[NH:74][CH:75]=[CH:76][N:77]=1)[CH2:71][CH3:72].CCN(C(C)C)C(C)C. Given the product [C:1]([O:4][C@@H:5]1[C@H:9]([O:10][C:11](=[O:13])[CH3:12])[C@@H:8]([CH2:14][O:15][C:16](=[O:18])[CH3:17])[O:7][C@H:6]1[N:19]1[CH:20]=[N:21][C:22]2[C:48]1=[N:47][C:26]([NH2:27])=[N:25][C:23]=2[N:74]1[CH:75]=[CH:76][N:77]=[C:73]1[CH2:70][CH2:71][CH3:72])(=[O:3])[CH3:2].[P:57]([C:54]1[CH:53]=[CH:52][CH:51]=[CH:56][CH:55]=1)([C:64]1[CH:69]=[CH:68][CH:67]=[CH:66][CH:65]=1)([C:58]1[CH:63]=[CH:62][CH:61]=[CH:60][CH:59]=1)=[O:3], predict the reactants needed to synthesize it.